Dataset: Reaction yield outcomes from USPTO patents with 853,638 reactions. Task: Predict the reaction yield, written as a fraction of the theoretical maximum amount of product (1.0 means a 100% yield; for example, 0.34 means a 34% yield). (1) The reactants are C(O[C:5](=[O:7])[CH3:6])(=O)C.[CH3:8][NH:9][C:10]1[CH:15]=[CH:14][CH:13]=[CH:12][CH:11]=1. The catalyst is O. The product is [CH3:8][N:9]([C:10]1[CH:15]=[CH:14][CH:13]=[CH:12][CH:11]=1)[C:5](=[O:7])[CH3:6]. The yield is 0.700. (2) The reactants are [C:1]([O:5][C:6]([NH:8][N:9]=[C:10]1[CH2:13][N:12]([CH:14]([C:21]2[CH:26]=[CH:25][CH:24]=[CH:23][CH:22]=2)[C:15]2[CH:20]=[CH:19][CH:18]=[CH:17][CH:16]=2)[CH2:11]1)=[O:7])([CH3:4])([CH3:3])[CH3:2].C([BH3-])#N.[Na+]. The catalyst is CC(O)=O. The product is [C:1]([O:5][C:6]([NH:8][NH:9][CH:10]1[CH2:11][N:12]([CH:14]([C:21]2[CH:26]=[CH:25][CH:24]=[CH:23][CH:22]=2)[C:15]2[CH:16]=[CH:17][CH:18]=[CH:19][CH:20]=2)[CH2:13]1)=[O:7])([CH3:4])([CH3:2])[CH3:3]. The yield is 0.730.